This data is from Reaction yield outcomes from USPTO patents with 853,638 reactions. The task is: Predict the reaction yield, written as a fraction of the theoretical maximum amount of product (1.0 means a 100% yield; for example, 0.34 means a 34% yield). (1) The reactants are Cl[C:2]1[C:11]2[C:6](=[CH:7][C:8]([O:14][CH2:15][CH2:16][CH2:17][N:18]3[CH2:23][CH2:22][CH2:21][CH2:20][CH2:19]3)=[C:9]([O:12][CH3:13])[CH:10]=2)[N:5]=[CH:4][N:3]=1.[F:24][C:25]1[C:33]([OH:34])=[CH:32][CH:31]=[C:30]2[C:26]=1[CH:27]=[CH:28][NH:29]2.C(=O)([O-])[O-].[K+].[K+]. The catalyst is CN(C=O)C. The product is [F:24][C:25]1[C:33]([O:34][C:2]2[C:11]3[C:6](=[CH:7][C:8]([O:14][CH2:15][CH2:16][CH2:17][N:18]4[CH2:23][CH2:22][CH2:21][CH2:20][CH2:19]4)=[C:9]([O:12][CH3:13])[CH:10]=3)[N:5]=[CH:4][N:3]=2)=[CH:32][CH:31]=[C:30]2[C:26]=1[CH:27]=[CH:28][NH:29]2. The yield is 0.670. (2) The reactants are Br[C:2]1[CH:3]=[C:4]2[C:9](=[CH:10][CH:11]=1)[N:8]=[C:7]([C:12]1[CH:13]=[N:14][CH:15]=[CH:16][CH:17]=1)[N:6]=[C:5]2[NH:18][CH3:19].CC1(C)C(C)(C)OB([C:28]2[CH:29]=[C:30]([CH:35]=[CH:36][CH:37]=2)[C:31]([O:33][CH3:34])=[O:32])O1.C([O-])([O-])=O.[K+].[K+]. The product is [CH3:19][NH:18][C:5]1[C:4]2[C:9](=[CH:10][CH:11]=[C:2]([C:28]3[CH:29]=[C:30]([CH:35]=[CH:36][CH:37]=3)[C:31]([O:33][CH3:34])=[O:32])[CH:3]=2)[N:8]=[C:7]([C:12]2[CH:13]=[N:14][CH:15]=[CH:16][CH:17]=2)[N:6]=1. The catalyst is C1C=CC(P(C2C=CC=CC=2)[C-]2C=CC=C2)=CC=1.C1C=CC(P(C2C=CC=CC=2)[C-]2C=CC=C2)=CC=1.Cl[Pd]Cl.[Fe+2].O1CCOCC1. The yield is 0.674. (3) The reactants are [NH2:1][C:2]1[CH:3]=[C:4]([CH:11]=[CH:12][CH:13]=1)[CH2:5][NH:6][C:7](=[O:10])[CH:8]=[CH2:9].Br[C:15]1[C:16](=[O:23])[N:17]([CH3:22])[CH:18]=[C:19]([Br:21])[N:20]=1.CCN(C(C)C)C(C)C. The catalyst is CN(C1C=CN=CC=1)C.CC(O)C. The product is [Br:21][C:19]1[N:20]=[C:15]([NH:1][C:2]2[CH:3]=[C:4]([CH:11]=[CH:12][CH:13]=2)[CH2:5][NH:6][C:7](=[O:10])[CH:8]=[CH2:9])[C:16](=[O:23])[N:17]([CH3:22])[CH:18]=1. The yield is 0.640. (4) The reactants are [Cl:1][C:2]1[CH:3]=[C:4]([N:14]([CH2:21][C:22]2[CH:27]=[CH:26][C:25]([O:28][CH3:29])=[CH:24][CH:23]=2)[C:15]2[CH:20]=[CH:19][CH:18]=[CH:17][CH:16]=2)[C:5]2[N:6]([C:8]([C:11](O)=[O:12])=[CH:9][N:10]=2)[N:7]=1.[CH3:30][C:31]1[CH:36]=[C:35]([NH2:37])[CH:34]=[CH:33][N:32]=1. The catalyst is O=S(Cl)Cl. The product is [Cl:1][C:2]1[CH:3]=[C:4]([N:14]([CH2:21][C:22]2[CH:27]=[CH:26][C:25]([O:28][CH3:29])=[CH:24][CH:23]=2)[C:15]2[CH:20]=[CH:19][CH:18]=[CH:17][CH:16]=2)[C:5]2[N:6]([C:8]([C:11]([NH:37][C:35]3[CH:34]=[CH:33][N:32]=[C:31]([CH3:30])[CH:36]=3)=[O:12])=[CH:9][N:10]=2)[N:7]=1. The yield is 0.550.